Dataset: Full USPTO retrosynthesis dataset with 1.9M reactions from patents (1976-2016). Task: Predict the reactants needed to synthesize the given product. (1) The reactants are: Br[C:2]1[S:6][C:5]2=[N:7][CH:8]=[C:9]([I:10])[N:4]2[N:3]=1.[N:11]1[CH:16]=[C:15](B2OC(C)(C)C(C)(C)O2)[CH:14]=[CH:13][C:12]=1[CH3:26].C([O-])([O-])=O.[Na+].[Na+]. Given the product [I:10][C:9]1[N:4]2[C:5]([S:6][C:2]([C:15]3[CH:16]=[N:11][C:12]([CH3:26])=[CH:13][CH:14]=3)=[N:3]2)=[N:7][CH:8]=1, predict the reactants needed to synthesize it. (2) Given the product [Br:6][C:7]1[CH:20]=[CH:19][C:10]2[N:11]=[C:12]([C@H:14]3[CH2:15][C@@H:16]([N:1]4[CH2:5][CH2:4][CH2:3][CH2:2]4)[CH2:17]3)[S:13][C:9]=2[CH:8]=1, predict the reactants needed to synthesize it. The reactants are: [NH:1]1[CH2:5][CH2:4][CH2:3][CH2:2]1.[Br:6][C:7]1[CH:20]=[CH:19][C:10]2[N:11]=[C:12]([CH:14]3[CH2:17][C:16](=O)[CH2:15]3)[S:13][C:9]=2[CH:8]=1.C([BH3-])#N.[Na+]. (3) Given the product [F:1][C:2]1[C:7]([OH:8])=[CH:6][CH:5]=[C:4]([F:10])[C:3]=1[C:11]#[N:12], predict the reactants needed to synthesize it. The reactants are: [F:1][C:2]1[C:7]([O:8]C)=[CH:6][CH:5]=[C:4]([F:10])[C:3]=1[C:11]#[N:12].B(Br)(Br)Br.O. (4) Given the product [CH2:1]([O:3][C:4]([C:6]1[C:7](=[O:21])[N:8]([CH2:14][C:15]2[CH:20]=[CH:19][CH:18]=[CH:17][CH:16]=2)[CH:9]=[CH:10][C:11]=1[CH2:12][N:26]([CH2:25][C:24]([O:23][CH3:22])=[O:37])[S:27]([C:30]1[CH:31]=[CH:32][C:33]([CH3:36])=[CH:34][CH:35]=1)(=[O:29])=[O:28])=[O:5])[CH3:2], predict the reactants needed to synthesize it. The reactants are: [CH2:1]([O:3][C:4]([C:6]1[C:7](=[O:21])[N:8]([CH2:14][C:15]2[CH:20]=[CH:19][CH:18]=[CH:17][CH:16]=2)[CH:9]=[CH:10][C:11]=1[CH2:12]Br)=[O:5])[CH3:2].[CH3:22][O:23][C:24](=[O:37])[CH2:25][NH:26][S:27]([C:30]1[CH:35]=[CH:34][C:33]([CH3:36])=[CH:32][CH:31]=1)(=[O:29])=[O:28].[I-].[Na+].C(=O)([O-])[O-].[K+].[K+]. (5) Given the product [CH:11]([C:14]1[CH:19]=[CH:18][C:17]([O:20][C:2]2[CH:7]=[CH:6][C:5]([N+:8]([O-:10])=[O:9])=[CH:4][N:3]=2)=[CH:16][CH:15]=1)([CH3:13])[CH3:12], predict the reactants needed to synthesize it. The reactants are: Cl[C:2]1[CH:7]=[CH:6][C:5]([N+:8]([O-:10])=[O:9])=[CH:4][N:3]=1.[CH:11]([C:14]1[CH:19]=[CH:18][C:17]([OH:20])=[CH:16][CH:15]=1)([CH3:13])[CH3:12].C([O-])([O-])=O.[K+].[K+]. (6) Given the product [CH:1]1([N:4]2[CH2:5][CH2:6][N:7]([C:10]3[N:11]=[N:12][C:13]([C:16]4[CH:17]=[C:18]([NH2:22])[CH:19]=[CH:20][CH:21]=4)=[CH:14][CH:15]=3)[CH2:8][CH2:9]2)[CH2:3][CH2:2]1, predict the reactants needed to synthesize it. The reactants are: [CH:1]1([N:4]2[CH2:9][CH2:8][N:7]([C:10]3[N:11]=[N:12][C:13]([C:16]4[CH:21]=[CH:20][CH:19]=[C:18]([N+:22]([O-])=O)[CH:17]=4)=[CH:14][CH:15]=3)[CH2:6][CH2:5]2)[CH2:3][CH2:2]1.O. (7) Given the product [CH3:8][C:6]1[C:5]([NH2:9])=[CH:4][CH:3]=[C:2]([N:10]2[CH:14]=[N:13][CH:12]=[N:11]2)[N:7]=1, predict the reactants needed to synthesize it. The reactants are: Br[C:2]1[N:7]=[C:6]([CH3:8])[C:5]([NH2:9])=[CH:4][CH:3]=1.[NH:10]1[CH:14]=[N:13][CH:12]=[N:11]1.P([O-])([O-])([O-])=O.[K+].[K+].[K+].CNCCNC. (8) The reactants are: [C:1]([C:3]1[CH:8]=[CH:7][C:6]([S:9](Cl)(=[O:11])=[O:10])=[CH:5][CH:4]=1)#[N:2].Cl.[F:14][C:15]([F:32])([F:31])[C:16]1[CH:21]=[CH:20][C:19]([C:22]2[CH:23]=[C:24]3[C:28](=[CH:29][CH:30]=2)[NH:27][CH2:26][CH2:25]3)=[CH:18][CH:17]=1.C(N(CC)CC)C. Given the product [F:32][C:15]([F:14])([F:31])[C:16]1[CH:17]=[CH:18][C:19]([C:22]2[CH:23]=[C:24]3[C:28](=[CH:29][CH:30]=2)[N:27]([S:9]([C:6]2[CH:7]=[CH:8][C:3]([C:1]#[N:2])=[CH:4][CH:5]=2)(=[O:11])=[O:10])[CH2:26][CH2:25]3)=[CH:20][CH:21]=1, predict the reactants needed to synthesize it.